From a dataset of NCI-60 drug combinations with 297,098 pairs across 59 cell lines. Regression. Given two drug SMILES strings and cell line genomic features, predict the synergy score measuring deviation from expected non-interaction effect. (1) Drug 1: CC1=C(N=C(N=C1N)C(CC(=O)N)NCC(C(=O)N)N)C(=O)NC(C(C2=CN=CN2)OC3C(C(C(C(O3)CO)O)O)OC4C(C(C(C(O4)CO)O)OC(=O)N)O)C(=O)NC(C)C(C(C)C(=O)NC(C(C)O)C(=O)NCCC5=NC(=CS5)C6=NC(=CS6)C(=O)NCCC[S+](C)C)O. Drug 2: C1CN(CCN1C(=O)CCBr)C(=O)CCBr. Cell line: T-47D. Synergy scores: CSS=17.3, Synergy_ZIP=-4.82, Synergy_Bliss=0.380, Synergy_Loewe=-1.74, Synergy_HSA=1.10. (2) Drug 1: CC1=C2C(C(=O)C3(C(CC4C(C3C(C(C2(C)C)(CC1OC(=O)C(C(C5=CC=CC=C5)NC(=O)C6=CC=CC=C6)O)O)OC(=O)C7=CC=CC=C7)(CO4)OC(=O)C)O)C)OC(=O)C. Drug 2: C1CC(CNC1)C2=CC=C(C=C2)N3C=C4C=CC=C(C4=N3)C(=O)N. Cell line: OVCAR3. Synergy scores: CSS=46.3, Synergy_ZIP=-7.04, Synergy_Bliss=-12.9, Synergy_Loewe=-26.4, Synergy_HSA=-11.4. (3) Drug 1: CC1=C2C(C(=O)C3(C(CC4C(C3C(C(C2(C)C)(CC1OC(=O)C(C(C5=CC=CC=C5)NC(=O)OC(C)(C)C)O)O)OC(=O)C6=CC=CC=C6)(CO4)OC(=O)C)O)C)O. Drug 2: CC1=C(N=C(N=C1N)C(CC(=O)N)NCC(C(=O)N)N)C(=O)NC(C(C2=CN=CN2)OC3C(C(C(C(O3)CO)O)O)OC4C(C(C(C(O4)CO)O)OC(=O)N)O)C(=O)NC(C)C(C(C)C(=O)NC(C(C)O)C(=O)NCCC5=NC(=CS5)C6=NC(=CS6)C(=O)NCCC[S+](C)C)O. Cell line: SNB-75. Synergy scores: CSS=21.9, Synergy_ZIP=-6.76, Synergy_Bliss=-0.772, Synergy_Loewe=1.85, Synergy_HSA=2.21. (4) Drug 1: CCC1(CC2CC(C3=C(CCN(C2)C1)C4=CC=CC=C4N3)(C5=C(C=C6C(=C5)C78CCN9C7C(C=CC9)(C(C(C8N6C)(C(=O)OC)O)OC(=O)C)CC)OC)C(=O)OC)O.OS(=O)(=O)O. Drug 2: CCCCCOC(=O)NC1=NC(=O)N(C=C1F)C2C(C(C(O2)C)O)O. Cell line: HCT-15. Synergy scores: CSS=-2.43, Synergy_ZIP=4.16, Synergy_Bliss=5.89, Synergy_Loewe=0.556, Synergy_HSA=0.129. (5) Drug 1: CC(CN1CC(=O)NC(=O)C1)N2CC(=O)NC(=O)C2. Drug 2: CNC(=O)C1=NC=CC(=C1)OC2=CC=C(C=C2)NC(=O)NC3=CC(=C(C=C3)Cl)C(F)(F)F. Cell line: M14. Synergy scores: CSS=33.0, Synergy_ZIP=-1.69, Synergy_Bliss=0.0969, Synergy_Loewe=-11.5, Synergy_HSA=-0.217.